The task is: Predict the product of the given reaction.. This data is from Forward reaction prediction with 1.9M reactions from USPTO patents (1976-2016). (1) Given the reactants [F:1][C:2]1[C:3](I)=[C:4]([CH3:8])[CH:5]=[CH:6][CH:7]=1.C[C:11]([N:13](C)C)=O, predict the reaction product. The product is: [F:1][C:2]1[CH:7]=[CH:6][CH:5]=[C:4]([CH3:8])[C:3]=1[C:11]#[N:13]. (2) Given the reactants [N:1]1([C:6]2[CH:11]=[CH:10][C:9]([OH:12])=[CH:8][CH:7]=2)[CH:5]=[CH:4][N:3]=[CH:2]1.C([O-])([O-])=O.[K+].[K+].[N+](C1C=C(S(O[CH2:32][C@@H:33]2[CH2:35][O:34]2)(=O)=O)C=CC=1)([O-])=O, predict the reaction product. The product is: [O:34]1[CH2:35][CH:33]1[CH2:32][O:12][C:9]1[CH:10]=[CH:11][C:6]([N:1]2[CH:5]=[CH:4][N:3]=[CH:2]2)=[CH:7][CH:8]=1. (3) Given the reactants [O:1]1[C:5]2=[N:6][CH:7]=[CH:8][CH:9]=[C:4]2[C:3]([OH:10])=[N:2]1.[N:11]([CH2:14][CH2:15][CH2:16][CH2:17][CH2:18][CH3:19])=[C:12]=[O:13], predict the reaction product. The product is: [CH2:14]([NH:11][C:12]([N:2]1[C:3](=[O:10])[C:4]2[C:5](=[N:6][CH:7]=[CH:8][CH:9]=2)[O:1]1)=[O:13])[CH2:15][CH2:16][CH2:17][CH2:18][CH3:19]. (4) Given the reactants [CH3:1][O:2][C:3](=[O:37])[CH2:4][CH2:5][CH2:6][CH2:7][CH2:8][CH2:9][CH2:10][CH2:11][CH2:12][CH2:13][CH2:14][C:15]1([S:18](=[O:36])(=[O:35])[NH:19][C:20]([C@@:22]2([NH:27]C(OC(C)(C)C)=O)[CH2:24][C@H:23]2[CH:25]=[CH2:26])=[O:21])[CH2:17][CH2:16]1.Cl, predict the reaction product. The product is: [CH3:1][O:2][C:3](=[O:37])[CH2:4][CH2:5][CH2:6][CH2:7][CH2:8][CH2:9][CH2:10][CH2:11][CH2:12][CH2:13][CH2:14][C:15]1([S:18](=[O:36])(=[O:35])[NH:19][C:20]([C@@:22]2([NH2:27])[CH2:24][C@H:23]2[CH:25]=[CH2:26])=[O:21])[CH2:17][CH2:16]1. (5) Given the reactants [F:1][C:2]1[CH:7]=[CH:6][C:5]([CH:8]2[C:13]3=[N:14][NH:15][C:16](=[O:21])[C:17]4[CH:18]=[CH:19][CH:20]=[C:11]([C:12]=43)[NH:10][CH:9]2[C:22]2[CH:29]=[CH:28][C:25]([CH:26]=O)=[CH:24][CH:23]=2)=[CH:4][CH:3]=1.[CH3:30][CH:31]1[CH2:36][NH:35][CH2:34][CH:33]([CH3:37])[N:32]1[C:38]([O:40][C:41]([CH3:44])([CH3:43])[CH3:42])=[O:39], predict the reaction product. The product is: [F:1][C:2]1[CH:3]=[CH:4][C:5]([CH:8]2[C:13]3=[N:14][NH:15][C:16](=[O:21])[C:17]4[CH:18]=[CH:19][CH:20]=[C:11]([C:12]=43)[NH:10][CH:9]2[C:22]2[CH:29]=[CH:28][C:25]([CH2:26][N:35]3[CH2:36][C@@H:31]([CH3:30])[N:32]([C:38]([O:40][C:41]([CH3:42])([CH3:44])[CH3:43])=[O:39])[C@H:33]([CH3:37])[CH2:34]3)=[CH:24][CH:23]=2)=[CH:6][CH:7]=1. (6) Given the reactants Cl[C:2]1[CH:9]=[CH:8][C:5]([C:6]#[N:7])=[C:4]([NH:10][CH2:11][C:12]2[CH:17]=[CH:16][CH:15]=[C:14]([F:18])[CH:13]=2)[N:3]=1.[Cl:19][C:20]1[C:21](B(O)O)=[CH:22][C:23]([F:26])=[N:24][CH:25]=1.C(=O)([O-])[O-].[Na+].[Na+], predict the reaction product. The product is: [Cl:19][C:20]1[C:21]([C:2]2[CH:9]=[CH:8][C:5]([C:6]#[N:7])=[C:4]([NH:10][CH2:11][C:12]3[CH:17]=[CH:16][CH:15]=[C:14]([F:18])[CH:13]=3)[N:3]=2)=[CH:22][C:23]([F:26])=[N:24][CH:25]=1. (7) The product is: [F:60][C:35]([F:34])([CH2:56][CH2:57][CH2:58][CH3:59])[CH:36]([OH:55])[CH2:37][CH2:38][C@H:39]1[C@H:40]([O:48][CH:49]2[CH2:54][CH2:53][CH2:52][CH2:51][O:50]2)[CH2:41][C@H:42]([OH:43])[C@@H:46]1[CH2:45]/[CH:44]=[CH:8]\[CH2:7][CH2:6][CH2:5][C:2]([OH:4])=[O:3]. Given the reactants [Br-].[C:2]([CH2:5][CH2:6][CH2:7][CH2:8][P+](C1C=CC=CC=1)(C1C=CC=CC=1)C1C=CC=CC=1)([OH:4])=[O:3].CC(C)([O-])C.[K+].[F:34][C:35]([F:60])([CH2:56][CH2:57][CH2:58][CH3:59])[CH:36]([OH:55])[CH2:37][CH2:38][C@@H:39]1[C@@H:46]2[C@@H:42]([O:43][CH:44](O)[CH2:45]2)[CH2:41][C@H:40]1[O:48][CH:49]1[CH2:54][CH2:53][CH2:52][CH2:51][O:50]1, predict the reaction product. (8) Given the reactants [O:1]=[C:2]1[C:10]2[C:5](=[CH:6][CH:7]=[CH:8][CH:9]=2)[C:4](=[O:11])[N:3]1[CH2:12][C:13]([NH:15][C@:16]([C:31]1[CH:36]=[CH:35][C:34]([O:37][CH2:38][CH2:39][CH2:40][C:41]([F:44])([F:43])[F:42])=[CH:33][CH:32]=1)([CH2:21][C:22](=O)[C:23]1[CH:28]=[CH:27][C:26]([CH3:29])=[CH:25][CH:24]=1)[C:17]([F:20])([F:19])[F:18])=[O:14].[OH-].[Na+].Cl, predict the reaction product. The product is: [O:14]=[C:13]1[C:12]([N:3]2[C:4](=[O:11])[C:5]3[C:10](=[CH:9][CH:8]=[CH:7][CH:6]=3)[C:2]2=[O:1])=[C:22]([C:23]2[CH:24]=[CH:25][C:26]([CH3:29])=[CH:27][CH:28]=2)[CH2:21][C@:16]([C:31]2[CH:32]=[CH:33][C:34]([O:37][CH2:38][CH2:39][CH2:40][C:41]([F:43])([F:42])[F:44])=[CH:35][CH:36]=2)([C:17]([F:18])([F:19])[F:20])[NH:15]1. (9) The product is: [CH3:15][O:14][CH2:13][CH2:12][NH:11][C:8]1[CH:9]=[CH:10][N:5]2[N:4]=[CH:3][C:2]([C:24]3[CH:23]=[CH:22][C:21]([C:20]4[NH:19][N:18]=[N:17][N:16]=4)=[CH:26][CH:25]=3)=[C:6]2[N:7]=1. Given the reactants Br[C:2]1[CH:3]=[N:4][N:5]2[CH:10]=[CH:9][C:8]([NH:11][CH2:12][CH2:13][O:14][CH3:15])=[N:7][C:6]=12.[NH:16]1[C:20]([C:21]2[CH:26]=[CH:25][C:24](B(O)O)=[CH:23][CH:22]=2)=[N:19][N:18]=[N:17]1.O.[O-]P([O-])([O-])=O.[K+].[K+].[K+].ClCCl.N#N, predict the reaction product.